Dataset: Forward reaction prediction with 1.9M reactions from USPTO patents (1976-2016). Task: Predict the product of the given reaction. (1) The product is: [Br:1][C:2]1[CH:3]=[CH:4][C:5]([N:21]2[CH2:22][CH2:23][N:18]([CH3:17])[CH2:19][CH2:20]2)=[C:6]([CH:9]=1)[C:7]#[N:8]. Given the reactants [Br:1][C:2]1[CH:3]=[CH:4][C:5](F)=[C:6]([CH:9]=1)[C:7]#[N:8].C(=O)([O-])[O-].[Cs+].[Cs+].[CH3:17][N:18]1[CH2:23][CH2:22][NH:21][CH2:20][CH2:19]1, predict the reaction product. (2) Given the reactants [OH:1][C:2]1[N:6]([CH3:7])[N:5]=[C:4]([C:8]([OH:10])=O)[CH:3]=1.CN(C(ON1N=NC2C=CC(=CC1=2)Cl)=[N+](C)C)C.F[P-](F)(F)(F)(F)F.CCN(C(C)C)C(C)C.C([O:47][C:48](=[O:68])[C@H:49]([OH:67])[CH2:50][C@H:51]([NH2:66])[CH2:52][C:53]1[CH:58]=[CH:57][C:56]([C:59]2[CH:64]=[CH:63][CH:62]=[C:61]([Cl:65])[CH:60]=2)=[CH:55][CH:54]=1)C.CCO.[Li+].[OH-].O, predict the reaction product. The product is: [Cl:65][C:61]1[CH:60]=[C:59]([C:56]2[CH:55]=[CH:54][C:53]([CH2:52][C@@H:51]([NH:66][C:8]([C:4]3[CH:3]=[C:2]([OH:1])[N:6]([CH3:7])[N:5]=3)=[O:10])[CH2:50][C@@H:49]([OH:67])[C:48]([OH:68])=[O:47])=[CH:58][CH:57]=2)[CH:64]=[CH:63][CH:62]=1. (3) Given the reactants BrCC1C=CC(C(O)=O)=CC=1.[H-].[Na+].[CH2:14]([O:18][CH2:19][C:20]1[CH:28]=[CH:27][C:23]([C:24]([OH:26])=[O:25])=[CH:22][CH:21]=1)[CH2:15][CH:16]=C, predict the reaction product. The product is: [CH2:14]([O:18][CH2:19][C:20]1[CH:28]=[CH:27][C:23]([C:24]([OH:26])=[O:25])=[CH:22][CH:21]=1)[CH2:15][CH3:16]. (4) The product is: [Cl:12][C:13]1[CH:18]=[CH:17][C:16]([CH:19]2[CH2:20][O:9]2)=[CH:15][CH:14]=1. Given the reactants C1C=C(Cl)C=C(C(OO)=[O:9])C=1.[Cl:12][C:13]1[CH:18]=[CH:17][C:16]([CH:19]=[CH2:20])=[CH:15][CH:14]=1, predict the reaction product. (5) Given the reactants [CH3:1][O:2][C:3]([C:5]1[N:6]=[CH:7][NH:8][CH:9]=1)=[O:4].C(N(CC)CC)C.[C:17]1([C:23](Cl)([C:30]2[CH:35]=[CH:34][CH:33]=[CH:32][CH:31]=2)[C:24]2[CH:29]=[CH:28][CH:27]=[CH:26][CH:25]=2)[CH:22]=[CH:21][CH:20]=[CH:19][CH:18]=1, predict the reaction product. The product is: [CH3:1][O:2][C:3]([C:5]1[N:6]=[CH:7][N:8]([C:23]([C:17]2[CH:22]=[CH:21][CH:20]=[CH:19][CH:18]=2)([C:30]2[CH:31]=[CH:32][CH:33]=[CH:34][CH:35]=2)[C:24]2[CH:25]=[CH:26][CH:27]=[CH:28][CH:29]=2)[CH:9]=1)=[O:4]. (6) Given the reactants Br[C:2]1[CH:7]=[CH:6][N:5]2[CH:8]=[C:9]([C:11]3[CH:16]=[CH:15][CH:14]=[C:13]([O:17][CH3:18])[CH:12]=3)[N:10]=[C:4]2[CH:3]=1.[NH:19]1[CH2:23][CH2:22][CH2:21][CH2:20]1, predict the reaction product. The product is: [CH3:18][O:17][C:13]1[CH:12]=[C:11]([C:9]2[N:10]=[C:4]3[CH:3]=[C:2]([N:19]4[CH2:23][CH2:22][CH2:21][CH2:20]4)[CH:7]=[CH:6][N:5]3[CH:8]=2)[CH:16]=[CH:15][CH:14]=1. (7) The product is: [CH2:12]([C:11]1([CH2:17][CH2:18][CH2:19][CH2:20][CH3:21])[C:27]2[CH:26]=[CH:25][S:24][C:23]=2[C:7]2[S:6][CH:10]=[CH:9][C:8]1=2)[CH2:13][CH2:14][CH2:15][CH3:16]. Given the reactants OS(O)(=O)=O.[S:6]1[CH:10]=[CH:9][C:8]([C:11](O)([CH2:17][CH2:18][CH2:19][CH2:20][CH3:21])[CH2:12][CH2:13][CH2:14][CH2:15][CH3:16])=[C:7]1[C:23]1[S:24][CH:25]=[CH:26][CH:27]=1.C(Cl)Cl, predict the reaction product. (8) Given the reactants [N:1]1[CH:6]=[CH:5][CH:4]=[C:3]([CH2:7][C:8]([OH:10])=O)[CH:2]=1.[P:11]([OH:14])([OH:13])[OH:12].ClC1C=CC=CC=1.P(Cl)(Cl)Cl, predict the reaction product. The product is: [CH:5]1[CH:6]=[N:1][CH:2]=[C:3]([CH2:7][C:8]([P:11]([OH:14])([OH:13])=[O:12])([P:11]([OH:14])([OH:13])=[O:12])[OH:10])[CH:4]=1. (9) Given the reactants [NH2:1][C@H:2]([CH2:6][O:7][CH:8]([F:10])[F:9])[C:3]([OH:5])=[O:4].C(=O)(O)[O-].[Na+].[C:16](OC(=O)C)(=[O:18])[CH3:17].Cl, predict the reaction product. The product is: [C:16]([NH:1][C@H:2]([CH2:6][O:7][CH:8]([F:10])[F:9])[C:3]([OH:5])=[O:4])(=[O:18])[CH3:17]. (10) Given the reactants C([O:8][C:9]1[C:14](=[O:15])[N:13]=[C:12]([CH2:16][C:17]2[CH:22]=[CH:21][C:20]([Cl:23])=[CH:19][C:18]=2[C:24]2[CH:29]=[CH:28][C:27]([F:30])=[CH:26][CH:25]=2)[N:11]2[CH2:31][CH2:32][N:33]([CH:36]([CH3:38])[CH3:37])[C:34](=[O:35])[C:10]=12)C1C=CC=CC=1.OS(O)(=O)=O, predict the reaction product. The product is: [Cl:23][C:20]1[CH:21]=[CH:22][C:17]([CH2:16][C:12]2[N:11]3[CH2:31][CH2:32][N:33]([CH:36]([CH3:38])[CH3:37])[C:34]([OH:35])=[C:10]3[C:9]([OH:8])=[C:14]([OH:15])[N:13]=2)=[C:18]([C:24]2[CH:25]=[CH:26][C:27]([F:30])=[CH:28][CH:29]=2)[CH:19]=1.